Dataset: Experimentally validated miRNA-target interactions with 360,000+ pairs, plus equal number of negative samples. Task: Binary Classification. Given a miRNA mature sequence and a target amino acid sequence, predict their likelihood of interaction. (1) The miRNA is mmu-miR-154-5p with sequence UAGGUUAUCCGUGUUGCCUUCG. The protein sequence of the target gene is MECCRRATPGTLLLFLAFLLLSSRTARSEEDRDGLWDAWGPWSECSRTCGGGASYSLRRCLSSKSCEGRNIRYRTCSNVDCPPEAGDFRAQQCSAHNDVKHHGQFYEWLPVSNDPDNPCSLKCQAKGTTLVVELAPKVLDGTRCYTESLDMCISGLCQIVGCDHQLGSTVKEDNCGVCNGDGSTCRLVRGQYKSQLSATKSDDTVVAIPYGSRHIRLVLKGPDHLYLETKTLQGTKGENSLSSTGTFLVDNSSVDFQKFPDKEILRMAGPLTADFIVKIRNSGSADSTVQFIFYQPIIHR.... Result: 0 (no interaction). (2) The miRNA is mmu-miR-6913-3p with sequence UCUCUACUGAUUUGUCUCCUCAG. The protein sequence of the target gene is MRAQRGLILLLLLLAVFCSTAVSLTCYHCFQPVVSSCNMNSTCSPDQDSCLYAVAGMQVYQRCWKQSDCHGEIIMDQLEETKLKFRCCQFNLCNKSDGSLGKTPLLGTSVLVAILNLCFLSHL. Result: 0 (no interaction). (3) The miRNA is hsa-miR-504-5p with sequence AGACCCUGGUCUGCACUCUAUC. Result: 0 (no interaction). The protein sequence of the target gene is MARSPQGLLMLLLLHYLIVALDYHKANGFSASKDHRQEVTVIEFQEAILACKTPKKTTSSRLEWKKVGQGVSLVYYQQALQGDFKDRAEMIDFNIRIKNVTRSDAGEYRCEVSAPTEQGQNLQEDKVMLEVLVAPAVPACEVPTSVMTGSVVELRCQDKEGNPAPEYIWFKDGTSLLGNPKGGTHNNSSYTMNTKSGILQFNMISKMDSGEYYCEARNSVGHRRCPGKRMQVDVLNISGIIATVVVVAFVISVCGLGTCYAQRKGYFSKETSFQKGSPASKVTTMSENDFKHTKSFII. (4) The miRNA is hsa-miR-455-3p with sequence GCAGUCCAUGGGCAUAUACAC. The protein sequence of the target gene is MASAAVESFVTKQLDLLELERDAEVEERRSWQENISLKELQSRGVCLLKLQVSSQRTGLYGRLLVTFEPRRYGSAAALPSNSFTSGDIVGLYDAANEGSQLATGILTRVTQKSVTVAFDESHDFQLSLDRENSYRLLKLANDVTYRRLKKALIALKKYHSGPASSLIEVLFGRSAPSPASEIHPLTFFNTCLDTSQKEAVLFALSQKELAIIHGPPGTGKTTTVVEIILQAVKQGLKVLCCAPSNIAVDNLVERLALCKQRILRLGHPARLLESIQQHSLDAVLARSDSAQIVADIRKDI.... Result: 0 (no interaction). (5) The miRNA is hsa-miR-4538 with sequence GAGCUUGGAUGAGCUGGGCUGA. The protein sequence of the target gene is MRGAARLGRPGRSCLPGARGLRAPPPPPLLLLLALLPLLPAPGAAAAPAPRPPELQSASAGPSVSLYLSEDEVRRLIGLDAELYYVRNDLISHYALSFSLLVPSETNFLHFTWHAKSKVEYKLGFQVDNVLAMDMPQVNISVQGEVPRTLSVFRVELSCTGKVDSEVMILMQLNLTVNSSKNFTVLNFKRRKMCYKKLEEVKTSALDKNTSRTIYDPVHAAPTTSTRVFYISVGVCCAVIFLVAIILAVLHLHSMKRIELDDSISASSSSQGLSQPSTQTTQYLRADTPNNATPITSYPT.... Result: 1 (interaction).